Dataset: Reaction yield outcomes from USPTO patents with 853,638 reactions. Task: Predict the reaction yield, written as a fraction of the theoretical maximum amount of product (1.0 means a 100% yield; for example, 0.34 means a 34% yield). (1) The reactants are [Cl:1][C:2]1[N:7]=[N:6][C:5]([C:8]([OH:10])=O)=[CH:4][CH:3]=1.S(Cl)(Cl)=O.[CH2:15]([NH2:20])[CH2:16][CH2:17][CH2:18][CH3:19]. The catalyst is O1CCOCC1. The product is [CH2:15]([NH:20][C:8]([C:5]1[N:6]=[N:7][C:2]([Cl:1])=[CH:3][CH:4]=1)=[O:10])[CH2:16][CH2:17][CH2:18][CH3:19]. The yield is 0.570. (2) The catalyst is [F-].[K+].C(#N)C. The reactants are [Cl:1][C:2]1[N:7]=[CH:6][C:5]([NH2:8])=[C:4]([C:9]2[C:10]([F:24])=[N:11][CH:12]=[C:13](B3OC(C)(C)C(C)(C)O3)[CH:14]=2)[CH:3]=1.Br[C:26]1[S:34][C:33]2[CH2:32][CH2:31][N:30]([CH2:35][CH3:36])[CH2:29][C:28]=2[CH:27]=1. The product is [Cl:1][C:2]1[N:7]=[CH:6][C:5]([NH2:8])=[C:4]([C:9]2[C:10]([F:24])=[N:11][CH:12]=[C:13]([C:26]3[S:34][C:33]4[CH2:32][CH2:31][N:30]([CH2:35][CH3:36])[CH2:29][C:28]=4[CH:27]=3)[CH:14]=2)[CH:3]=1. The yield is 0.470. (3) The reactants are C(NC(C)C)(C)C.C([Li])CCC.[Cl:13][C:14]1[CH:19]=[CH:18][N:17]=[C:16]2[CH:20]=[C:21]([C:23]3[S:24][CH:25]=[CH:26][N:27]=3)[S:22][C:15]=12.[CH3:28][C:29]([CH3:31])=[O:30]. The catalyst is O1CCCC1.O. The product is [Cl:13][C:14]1[CH:19]=[CH:18][N:17]=[C:16]2[CH:20]=[C:21]([C:23]3[S:24][C:25]([C:29]([OH:30])([CH3:31])[CH3:28])=[CH:26][N:27]=3)[S:22][C:15]=12. The yield is 0.520. (4) The reactants are [C@:1]12([CH3:11])[C:8]([CH3:10])([CH3:9])[CH:5]([CH2:6][CH2:7]1)[CH2:4][C:2]2=[O:3].[H-].[Na+].[C:14](OCC)(=[O:20])[C:15]([O:17][CH2:18][CH3:19])=[O:16]. The catalyst is C1(C)C=CC=CC=1. The product is [OH:3][C:2]1[C@@:1]2([CH3:11])[C:8]([CH3:10])([CH3:9])[C@H:5]([CH2:6][CH2:7]2)[C:4]=1[C:14](=[O:20])[C:15]([O:17][CH2:18][CH3:19])=[O:16]. The yield is 0.480. (5) The reactants are Cl.[Cl:2][C:3]1[C:12]2[C:7](=[CH:8][C:9]([F:14])=[C:10]([I:13])[CH:11]=2)[N:6]=[CH:5][N:4]=1.O1CCOCC1.Cl.[CH2:22]([O:29][C:30]1[CH:36]=[CH:35][C:33]([NH2:34])=[CH:32][CH:31]=1)[C:23]1[CH:28]=[CH:27][CH:26]=[CH:25][CH:24]=1. The catalyst is ClCCl. The product is [ClH:2].[CH2:22]([O:29][C:30]1[CH:31]=[CH:32][C:33]([NH:34][C:3]2[C:12]3[C:7](=[CH:8][C:9]([F:14])=[C:10]([I:13])[CH:11]=3)[N:6]=[CH:5][N:4]=2)=[CH:35][CH:36]=1)[C:23]1[CH:24]=[CH:25][CH:26]=[CH:27][CH:28]=1. The yield is 0.790. (6) The reactants are [C:1]1(=[O:12])[O:7][C:5](=[O:6])[C:4]2=[CH:8][CH:9]=[CH:10][CH:11]=[C:3]2[CH2:2]1.[C:13]1([C@@H:19]([NH2:22])[CH2:20][CH3:21])[CH:18]=[CH:17][CH:16]=[CH:15][CH:14]=1. The catalyst is C(#N)C. The product is [C:13]1([C@@H:19]([NH:22][C:1]([CH2:2][C:3]2[CH:11]=[CH:10][CH:9]=[CH:8][C:4]=2[C:5]([OH:7])=[O:6])=[O:12])[CH2:20][CH3:21])[CH:18]=[CH:17][CH:16]=[CH:15][CH:14]=1. The yield is 0.720. (7) The reactants are [Br-].[C:2]1([S+:8]2[C:12]3[CH:13]=[CH:14][CH:15]=[CH:16][C:11]=3[C:10]3[CH:17]=[CH:18][CH:19]=[CH:20][C:9]2=3)[CH:7]=[CH:6][CH:5]=[CH:4][CH:3]=1.[F:21][C:22]([F:34])([S:30]([O-:33])(=[O:32])=[O:31])[CH2:23][O:24][C:25](=[O:29])[C:26]([CH3:28])=[CH2:27].C([NH+](CC)CC)C.ClCCl. The catalyst is O. The product is [F:34][C:22]([F:21])([S:30]([O-:33])(=[O:32])=[O:31])[CH2:23][O:24][C:25](=[O:29])[C:26]([CH3:28])=[CH2:27].[C:2]1([S+:8]2[C:9]3[CH:20]=[CH:19][CH:18]=[CH:17][C:10]=3[C:11]3[CH:16]=[CH:15][CH:14]=[CH:13][C:12]2=3)[CH:7]=[CH:6][CH:5]=[CH:4][CH:3]=1. The yield is 0.950. (8) The reactants are Cl[C:2]1[N:10]=[CH:9][N:8]=[C:7]2[C:3]=1[N:4]=[CH:5][N:6]2[CH:11]1[CH2:15][CH2:14][CH2:13][O:12]1.ClC1N=CN=C2C=1NC=N2.[OH:26][C:27]1[CH:28]=[C:29]([CH:32]=[CH:33][CH:34]=1)[CH2:30][NH2:31].C(N(C(C)C)C(C)C)C. The catalyst is C(O)CC. The product is [OH:26][C:27]1[CH:28]=[C:29]([CH:32]=[CH:33][CH:34]=1)[CH2:30][NH:31][C:2]1[N:10]=[CH:9][N:8]=[C:7]2[C:3]=1[N:4]=[CH:5][N:6]2[CH:11]1[CH2:15][CH2:14][CH2:13][O:12]1. The yield is 0.850. (9) The reactants are [F:1][C:2]1[CH:7]=[CH:6][CH:5]=[C:4]([F:8])[C:3]=1[N:9]1[C:14]2[N:15]=[C:16](S(C)=O)[N:17]=[C:18]([C:19]3[CH:20]=[C:21]([CH:28]=[CH:29][C:30]=3[CH3:31])[C:22]([NH:24][CH:25]([CH3:27])[CH3:26])=[O:23])[C:13]=2[CH2:12][NH:11][C:10]1=[O:35].C(Cl)(Cl)Cl.[NH:40]1[CH2:45][CH2:44][CH:43]([N:46]2[CH2:51][CH2:50][O:49][CH2:48][CH2:47]2)[CH2:42][CH2:41]1.C(N(CC)C(C)C)(C)C. The catalyst is C1COCC1. The product is [F:1][C:2]1[CH:7]=[CH:6][CH:5]=[C:4]([F:8])[C:3]=1[N:9]1[C:14]2[N:15]=[C:16]([N:40]3[CH2:45][CH2:44][CH:43]([N:46]4[CH2:51][CH2:50][O:49][CH2:48][CH2:47]4)[CH2:42][CH2:41]3)[N:17]=[C:18]([C:19]3[CH:20]=[C:21]([CH:28]=[CH:29][C:30]=3[CH3:31])[C:22]([NH:24][CH:25]([CH3:27])[CH3:26])=[O:23])[C:13]=2[CH2:12][NH:11][C:10]1=[O:35]. The yield is 0.940.